Predict which catalyst facilitates the given reaction. From a dataset of Catalyst prediction with 721,799 reactions and 888 catalyst types from USPTO. (1) Reactant: [Br:1][C:2]1[CH:3]=[CH:4][C:5]([CH2:20][CH3:21])=[C:6]([CH:8]2[C:16](=[O:17])[CH:15]3[CH:10]([CH:11]4[CH2:18][CH:14]3[CH:13]=[CH:12]4)[C:9]2=[O:19])[CH:7]=1. Product: [Br:1][C:2]1[CH:3]=[CH:4][C:5]([CH2:20][CH3:21])=[C:6]([CH:8]2[C:16](=[O:17])[CH:15]3[CH:10]([CH:11]4[CH2:18][CH:14]3[CH2:13][CH2:12]4)[C:9]2=[O:19])[CH:7]=1. The catalyst class is: 19. (2) Reactant: Cl[C:2]1[N:7]=[C:6]([O:8][CH3:9])[C:5]([N+:10]([O-:12])=[O:11])=[C:4]([O:13][CH3:14])[N:3]=1.C(N(CC)CC)C.[C:22]([O:26][C:27]([N:29]1[CH2:34][CH2:33][NH:32][CH2:31][CH2:30]1)=[O:28])([CH3:25])([CH3:24])[CH3:23]. Product: [C:22]([O:26][C:27]([N:29]1[CH2:34][CH2:33][N:32]([C:2]2[N:7]=[C:6]([O:8][CH3:9])[C:5]([N+:10]([O-:12])=[O:11])=[C:4]([O:13][CH3:14])[N:3]=2)[CH2:31][CH2:30]1)=[O:28])([CH3:25])([CH3:23])[CH3:24]. The catalyst class is: 8. (3) Reactant: Cl[C:2]1[CH:7]=[C:6]([C:8]2[CH:13]=[CH:12][CH:11]=[C:10]([CH3:14])[C:9]=2[CH3:15])[N:5]=[C:4]([NH2:16])[N:3]=1.[NH2:17][CH2:18][CH2:19][O:20][C:21]1[CH:28]=[CH:27][C:24]([C:25]#[N:26])=[CH:23][CH:22]=1.C(N(CC)C(C)C)(C)C.CO. Product: [NH2:16][C:4]1[N:3]=[C:2]([NH:17][CH2:18][CH2:19][O:20][C:21]2[CH:28]=[CH:27][C:24]([C:25]#[N:26])=[CH:23][CH:22]=2)[CH:7]=[C:6]([C:8]2[CH:13]=[CH:12][CH:11]=[C:10]([CH3:14])[C:9]=2[CH3:15])[N:5]=1. The catalyst class is: 51. (4) Reactant: [CH3:1][CH:2]1[CH:7]=[C:6]([CH3:8])[CH2:5][O:4][CH:3]1[C:9]1[N:13]([CH3:14])[N:12]=[CH:11][C:10]=1[N+:15]([O-:17])=[O:16].C1C=C(Cl)C=C(C(OO)=[O:26])C=1. Product: [CH3:1][CH:2]1[CH:3]([C:9]2[N:13]([CH3:14])[N:12]=[CH:11][C:10]=2[N+:15]([O-:17])=[O:16])[O:4][CH2:5][C:6]2([CH3:8])[CH:7]1[O:26]2. The catalyst class is: 2. (5) Reactant: [O:1]1[CH2:5][CH2:4]CC1.C([O:8][C:9]([C:11]1[S:12][C:13]([NH:23][CH:24]([C:30]([O:32]CC)=[O:31])C(OCC)=O)=[C:14]([C:21]#[N:22])[C:15]=1[CH2:16][C:17]([O:19]C)=[O:18])=[O:10])C.[OH-:35].[Li+].[Cl-].[Sr+2:38].[Cl-]. Product: [CH2:16]([C:17]([O-:19])=[O:18])[C:15]1[C:14]([C:21]#[N:22])=[C:13]([N:23]([CH2:24][C:30]([O-:32])=[O:31])[CH2:4][C:5]([O-:1])=[O:35])[S:12][C:11]=1[C:9]([O-:8])=[O:10].[OH2:1].[OH2:1].[OH2:1].[OH2:1].[OH2:1].[OH2:1].[OH2:1].[OH2:1].[Sr+2:38].[Sr+2:38]. The catalyst class is: 6. (6) Reactant: [NH2:1][C:2]1[CH:7]=[CH:6][C:5]([N:8]2[CH:12]=[C:11]([C:13]([CH2:22][C:23]3[CH:24]=[N:25][C:26]([NH:29][C:30]([O:32][C:33]([CH3:36])([CH3:35])[CH3:34])=[O:31])=[CH:27][CH:28]=3)([C:18]([O:20][CH3:21])=[O:19])[C:14]([O:16][CH3:17])=[O:15])[N:10]=[CH:9]2)=[CH:4][CH:3]=1.[C:37]1([N:43]=[C:44]=[O:45])[CH:42]=[CH:41][CH:40]=[CH:39][CH:38]=1.C(N(CC)CC)C. Product: [C:33]([O:32][C:30]([NH:29][C:26]1[N:25]=[CH:24][C:23]([CH2:22][C:13]([C:11]2[N:10]=[CH:9][N:8]([C:5]3[CH:4]=[CH:3][C:2]([NH:1][C:44]([NH:43][C:37]4[CH:42]=[CH:41][CH:40]=[CH:39][CH:38]=4)=[O:45])=[CH:7][CH:6]=3)[CH:12]=2)([C:14]([O:16][CH3:17])=[O:15])[C:18]([O:20][CH3:21])=[O:19])=[CH:28][CH:27]=1)=[O:31])([CH3:36])([CH3:35])[CH3:34]. The catalyst class is: 599.